Dataset: Full USPTO retrosynthesis dataset with 1.9M reactions from patents (1976-2016). Task: Predict the reactants needed to synthesize the given product. (1) Given the product [CH3:14][CH:13]([CH3:15])[CH:11]([CH:8]1[CH2:9][CH2:10][C:5]2([O:4][CH2:3][CH2:2][O:1]2)[CH2:6][CH2:7]1)[OH:12], predict the reactants needed to synthesize it. The reactants are: [O:1]1[C:5]2([CH2:10][CH2:9][CH:8]([CH:11]=[O:12])[CH2:7][CH2:6]2)[O:4][CH2:3][CH2:2]1.[CH:13]([Mg]Br)([CH3:15])[CH3:14]. (2) Given the product [CH3:19][O:18][C:13]1[CH:14]=[CH:15][CH:16]=[CH:17][C:12]=1[NH:11][C:9]([NH:8][C:5]1[CH:6]=[CH:7][C:2]([C:24]2[CH:23]=[N:22][N:21]([CH3:20])[CH:25]=2)=[CH:3][CH:4]=1)=[O:10], predict the reactants needed to synthesize it. The reactants are: Br[C:2]1[CH:7]=[CH:6][C:5]([NH:8][C:9]([NH:11][C:12]2[CH:17]=[CH:16][CH:15]=[CH:14][C:13]=2[O:18][CH3:19])=[O:10])=[CH:4][CH:3]=1.[CH3:20][N:21]1[CH:25]=[C:24](B2OC(C)(C)C(C)(C)O2)[CH:23]=[N:22]1.C(=O)([O-])[O-].[Na+].[Na+].O1CCOCC1. (3) Given the product [NH2:8][C:9]1[S:10][CH:11]=[C:12]([CH2:14][CH2:15][NH:16][C:24]2[CH:29]=[CH:28][C:27]([NH:30][C:31]([C:33]3[CH2:38][CH2:37][CH2:36][CH2:35][C:34]=3[C:39]3[CH:40]=[CH:41][C:42]([C:45]([F:48])([F:46])[F:47])=[CH:43][CH:44]=3)=[O:32])=[CH:26][CH:25]=2)[N:13]=1, predict the reactants needed to synthesize it. The reactants are: C(OC([NH:8][C:9]1[S:10][CH:11]=[C:12]([CH2:14][CH2:15][N:16]([C:24]2[CH:29]=[CH:28][C:27]([NH:30][C:31]([C:33]3[CH2:38][CH2:37][CH2:36][CH2:35][C:34]=3[C:39]3[CH:44]=[CH:43][C:42]([C:45]([F:48])([F:47])[F:46])=[CH:41][CH:40]=3)=[O:32])=[CH:26][CH:25]=2)C(=O)OC(C)(C)C)[N:13]=1)=O)(C)(C)C.FC(F)(F)C(O)=O. (4) Given the product [Cl:1][C:2]1[N:7]=[C:6]([CH2:8][C:9]2[CH:16]=[CH:15][CH:14]=[CH:13][C:10]=2[CH2:11][NH2:12])[CH:5]=[CH:4][N:3]=1, predict the reactants needed to synthesize it. The reactants are: [Cl:1][C:2]1[N:7]=[C:6]([CH2:8][C:9]2[CH:16]=[CH:15][CH:14]=[CH:13][C:10]=2[C:11]#[N:12])[CH:5]=[CH:4][N:3]=1.[BH4-].[Na+].C(=O)(O)[O-].[Na+]. (5) Given the product [F:9][C:10]1[CH:11]=[C:12]([CH:20]2[CH2:24][CH2:23][CH2:22][N:21]2[C:25]2[CH:26]=[CH:27][C:28]3[N:29]([C:31]([C:34]([NH:8][S:5]([C:2]4([CH3:1])[CH2:4][CH2:3]4)(=[O:7])=[O:6])=[O:35])=[CH:32][N:33]=3)[CH:30]=2)[C:13]2[O:18][CH2:17][CH2:16][O:15][C:14]=2[CH:19]=1, predict the reactants needed to synthesize it. The reactants are: [CH3:1][C:2]1([S:5]([NH2:8])(=[O:7])=[O:6])[CH2:4][CH2:3]1.[F:9][C:10]1[CH:11]=[C:12]([CH:20]2[CH2:24][CH2:23][CH2:22][N:21]2[C:25]2[CH:26]=[CH:27][C:28]3[N:29]([C:31]([C:34](O)=[O:35])=[CH:32][N:33]=3)[CH:30]=2)[C:13]2[O:18][CH2:17][CH2:16][O:15][C:14]=2[CH:19]=1.